Dataset: Catalyst prediction with 721,799 reactions and 888 catalyst types from USPTO. Task: Predict which catalyst facilitates the given reaction. (1) Reactant: [Br:1][C:2]1[CH:3]=[C:4]([NH2:22])[C:5]([NH:9][CH2:10][C:11]2[CH:21]=[CH:20][C:14]3[N:15]=[C:16]([S:18][CH3:19])[O:17][C:13]=3[CH:12]=2)=[CH:6][C:7]=1[Cl:8].[CH2:23](OC(OCC)OCC)C. Product: [Br:1][C:2]1[C:7]([Cl:8])=[CH:6][C:5]2[N:9]([CH2:10][C:11]3[CH:21]=[CH:20][C:14]4[N:15]=[C:16]([S:18][CH3:19])[O:17][C:13]=4[CH:12]=3)[CH:23]=[N:22][C:4]=2[CH:3]=1. The catalyst class is: 106. (2) Reactant: C([O:4][C:5]1[CH:10]=[CH:9][C:8]([N:11]([C:26](=O)[CH3:27])[CH2:12][C:13]2[CH:18]=[CH:17][C:16]([O:19][CH2:20][CH2:21][CH2:22][CH2:23][CH3:24])=[CH:15][C:14]=2[Cl:25])=[C:7]([N+:29]([O-])=O)[CH:6]=1)(=O)C.C(O)(=O)C. Product: [Cl:25][C:14]1[CH:15]=[C:16]([O:19][CH2:20][CH2:21][CH2:22][CH2:23][CH3:24])[CH:17]=[CH:18][C:13]=1[CH2:12][N:11]1[C:8]2[CH:9]=[CH:10][C:5]([OH:4])=[CH:6][C:7]=2[N:29]=[C:26]1[CH3:27]. The catalyst class is: 679. (3) Reactant: CC(C)=O.C(OCC)(=O)C.O.[ClH:12].[OH:13][C:14]([C:44]1[CH:49]=[CH:48][CH:47]=[CH:46][CH:45]=1)([C:38]1[CH:43]=[CH:42][CH:41]=[CH:40][CH:39]=1)[CH:15]1[CH2:20][CH2:19][N:18]([CH2:21][CH2:22][CH2:23][CH:24]([C:26]2[CH:31]=[CH:30][C:29]([C:32]([CH3:37])([CH3:36])[C:33]([OH:35])=[O:34])=[CH:28][CH:27]=2)[OH:25])[CH2:17][CH2:16]1. Product: [ClH:12].[OH:13][C:14]([C:44]1[CH:45]=[CH:46][CH:47]=[CH:48][CH:49]=1)([C:38]1[CH:39]=[CH:40][CH:41]=[CH:42][CH:43]=1)[CH:15]1[CH2:20][CH2:19][N:18]([CH2:21][CH2:22][CH2:23][CH:24]([C:26]2[CH:31]=[CH:30][C:29]([C:32]([CH3:37])([CH3:36])[C:33]([OH:35])=[O:34])=[CH:28][CH:27]=2)[OH:25])[CH2:17][CH2:16]1. The catalyst class is: 95. (4) The catalyst class is: 11. Reactant: Cl[C:2]1[N:7]=[CH:6][C:5]([CH:8]2[O:13][CH2:12][CH2:11][N:10]([C:14]([O:16][C:17]([CH3:20])([CH3:19])[CH3:18])=[O:15])[CH2:9]2)=[CH:4][CH:3]=1.[C:21](=[NH:34])([C:28]1[CH:33]=[CH:32][CH:31]=[CH:30][CH:29]=1)[C:22]1[CH:27]=[CH:26][CH:25]=[CH:24][CH:23]=1.CC(C)([O-])C.[Na+]. Product: [C:22]1([C:21](=[N:34][C:2]2[N:7]=[CH:6][C:5]([CH:8]3[O:13][CH2:12][CH2:11][N:10]([C:14]([O:16][C:17]([CH3:20])([CH3:19])[CH3:18])=[O:15])[CH2:9]3)=[CH:4][CH:3]=2)[C:28]2[CH:29]=[CH:30][CH:31]=[CH:32][CH:33]=2)[CH:27]=[CH:26][CH:25]=[CH:24][CH:23]=1. (5) Reactant: [H-].[Na+].[F:3][C:4]([F:10])([F:9])[C:5]([CH3:8])([OH:7])[CH3:6].[C:11](=O)([O:19]C1C=CC=CN=1)[O:12][C:13]1[CH:18]=[CH:17][CH:16]=[CH:15][N:14]=1. Product: [C:11](=[O:19])([O:7][C:5]([CH3:8])([CH3:6])[C:4]([F:10])([F:9])[F:3])[O:12][C:13]1[CH:18]=[CH:17][CH:16]=[CH:15][N:14]=1. The catalyst class is: 1. (6) Reactant: [CH3:1][S:2][C:3]1[CH:8]=[CH:7][C:6]([NH:9][C:10]2[C:19]3[C:14](=[CH:15][CH:16]=[CH:17][CH:18]=3)[N:13]=[C:12]([CH3:20])[N:11]=2)=[CH:5][CH:4]=1.[H-].[Na+].[CH3:23]I. Product: [CH3:1][S:2][C:3]1[CH:4]=[CH:5][C:6]([N:9]([C:10]2[C:19]3[C:14](=[CH:15][CH:16]=[CH:17][CH:18]=3)[N:13]=[C:12]([CH3:20])[N:11]=2)[CH3:23])=[CH:7][CH:8]=1. The catalyst class is: 31. (7) Reactant: [Cl:1][C:2]1[C:8](I)=[CH:7][C:5]([NH2:6])=[C:4]([O:10][CH3:11])[CH:3]=1.[CH:12]1(B(O)O)[CH2:14][CH2:13]1.C1(P(C2CCCCC2)C2CCCCC2)CCCCC1. Product: [Cl:1][C:2]1[C:8]([CH:12]2[CH2:14][CH2:13]2)=[CH:7][C:5]([NH2:6])=[C:4]([O:10][CH3:11])[CH:3]=1. The catalyst class is: 874.